Task: Predict the reactants needed to synthesize the given product.. Dataset: Retrosynthesis with 50K atom-mapped reactions and 10 reaction types from USPTO (1) Given the product Cc1csc(C(O)c2cn(C(c3ccccc3)(c3ccccc3)c3ccccc3)cn2)c1C, predict the reactants needed to synthesize it. The reactants are: Cc1csc(C(=O)c2cn(C(c3ccccc3)(c3ccccc3)c3ccccc3)cn2)c1C. (2) Given the product Cc1cccc(C(=O)NN(C(=O)c2ccccc2)C(C)(C)C)c1, predict the reactants needed to synthesize it. The reactants are: CC(C)(C)N(N)C(=O)c1ccccc1.Cc1cccc(C(=O)Cl)c1. (3) Given the product Cc1nc(C(=O)N2CCC[C@@H](C)[C@H]2CN)c(-c2ccc(F)cc2)s1, predict the reactants needed to synthesize it. The reactants are: Cc1nc(C(=O)N2CCC[C@@H](C)[C@H]2CNC(=O)OC(C)(C)C)c(-c2ccc(F)cc2)s1. (4) Given the product COC(=O)Cn1cc(-c2ccc(-c3ccccc3)cc2)nc1/C=C/c1ccc(OC)cc1, predict the reactants needed to synthesize it. The reactants are: COC(=O)CBr.COc1ccc(/C=C/c2nc(-c3ccc(-c4ccccc4)cc3)c[nH]2)cc1. (5) Given the product O=c1n(Cc2ccc(C(F)(F)F)nc2)nc2c(-c3ccc(CO)cc3)c(-c3ccc(Cl)cc3)ncn12, predict the reactants needed to synthesize it. The reactants are: O=c1n(Cc2ccc(C(F)(F)F)nc2)nc2c(Br)c(-c3ccc(Cl)cc3)ncn12.OCc1ccc(B(O)O)cc1. (6) Given the product O=C(Nc1nnn[nH]1)c1ccco1, predict the reactants needed to synthesize it. The reactants are: Nc1nnn[nH]1.O=C(O)c1ccco1. (7) Given the product CN1CCN(c2ccc([N+](=O)[O-])cc2)C1=O, predict the reactants needed to synthesize it. The reactants are: CI.O=C1NCCN1c1ccc([N+](=O)[O-])cc1.